Dataset: Full USPTO retrosynthesis dataset with 1.9M reactions from patents (1976-2016). Task: Predict the reactants needed to synthesize the given product. (1) Given the product [Br:41][C:38]1[CH:39]=[C:40]2[C:35](=[CH:36][CH:37]=1)[NH:34][CH:33]=[C:32]2[CH2:30][C@H:26]1[CH2:27][CH2:28][CH2:29][N:25]1[CH3:23], predict the reactants needed to synthesize it. The reactants are: CNC(NCCC[C@H](N)C(O)=O)=NC.C(O[C:23]([N:25]1[CH2:29][CH2:28][CH2:27][C@@H:26]1[C:30]([C:32]1[C:40]2[C:35](=[CH:36][CH:37]=[C:38]([Br:41])[CH:39]=2)[NH:34][CH:33]=1)=O)=O)C1C=CC=CC=1.[OH-].[Na+]. (2) Given the product [F:25][C:26]1[CH:32]=[C:31]([F:33])[CH:30]=[CH:29][C:27]=1[NH:28][C:2]1[CH:3]=[CH:4][C:5]2[C:11](=[O:12])[C:10]3[CH:13]=[CH:14][C:15]([O:17][CH2:18][CH2:19][OH:20])=[CH:16][C:9]=3[CH2:8][CH2:7][C:6]=2[CH:24]=1, predict the reactants needed to synthesize it. The reactants are: Cl[C:2]1[CH:3]=[CH:4][C:5]2[C:11](=[O:12])[C:10]3[CH:13]=[CH:14][C:15]([O:17][CH2:18][CH2:19][O:20]C(=O)C)=[CH:16][C:9]=3[CH2:8][CH2:7][C:6]=2[CH:24]=1.[F:25][C:26]1[CH:32]=[C:31]([F:33])[CH:30]=[CH:29][C:27]=1[NH2:28].P. (3) Given the product [F:18][C:14]1[CH:13]=[C:12]2[C:17](/[C:9](=[C:4]3\[O:5][C:6]([CH3:8])([CH3:7])[C:2]([N:26]4[CH2:27][CH2:28][N:23]([CH2:22][CH2:21][OH:20])[CH2:24][CH2:25]4)=[CH:3]\3)/[C:10](=[O:19])[NH:11]2)=[CH:16][CH:15]=1, predict the reactants needed to synthesize it. The reactants are: Br[C:2]1[C:6]([CH3:8])([CH3:7])[O:5]/[C:4](=[C:9]2/[C:10](=[O:19])[NH:11][C:12]3[C:17]/2=[CH:16][CH:15]=[C:14]([F:18])[CH:13]=3)/[CH:3]=1.[OH:20][CH2:21][CH2:22][N:23]1[CH2:28][CH2:27][NH:26][CH2:25][CH2:24]1. (4) Given the product [Cl:26][C:24]1[CH:23]=[CH:22][C:20]2[N:21]=[C:17]([NH:16][C:14]3[N:13]([CH3:27])[C:12]4[CH:28]=[CH:29][C:9]([C:7]([NH:6][C@H:4]([CH3:5])[C:3]([OH:30])=[O:2])=[O:8])=[CH:10][C:11]=4[N:15]=3)[S:18][C:19]=2[CH:25]=1, predict the reactants needed to synthesize it. The reactants are: C[O:2][C:3](=[O:30])[C@H:4]([NH:6][C:7]([C:9]1[CH:29]=[CH:28][C:12]2[N:13]([CH3:27])[C:14]([NH:16][C:17]3[S:18][C:19]4[CH:25]=[C:24]([Cl:26])[CH:23]=[CH:22][C:20]=4[N:21]=3)=[N:15][C:11]=2[CH:10]=1)=[O:8])[CH3:5].[OH-].[Li+]. (5) Given the product [Cl:33][C:34]1[CH:39]=[CH:38][C:37]([F:40])=[CH:36][C:35]=1[C:2]1[CH:7]=[CH:6][C:5]([C:8]2[O:12][N:11]=[C:10]([C:13]3[CH:14]=[C:15]([CH:27]=[CH:28][CH:29]=3)[CH2:16][N:17]([CH3:26])[CH2:18][C:19]([O:21][C:22]([CH3:25])([CH3:23])[CH3:24])=[O:20])[N:9]=2)=[CH:4][C:3]=1[CH2:30][O:31][CH3:32].[ClH:33].[Cl:33][C:34]1[CH:39]=[CH:38][C:37]([F:40])=[CH:36][C:35]=1[C:2]1[CH:7]=[CH:6][C:5]([C:8]2[O:12][N:11]=[C:10]([C:13]3[CH:14]=[C:15]([CH:27]=[CH:28][CH:29]=3)[CH2:16][N:17]([CH3:26])[CH2:18][C:19]([OH:21])=[O:20])[N:9]=2)=[CH:4][C:3]=1[CH2:30][O:31][CH3:32], predict the reactants needed to synthesize it. The reactants are: Br[C:2]1[CH:7]=[CH:6][C:5]([C:8]2[O:12][N:11]=[C:10]([C:13]3[CH:14]=[C:15]([CH:27]=[CH:28][CH:29]=3)[CH2:16][N:17]([CH3:26])[CH2:18][C:19]([O:21][C:22]([CH3:25])([CH3:24])[CH3:23])=[O:20])[N:9]=2)=[CH:4][C:3]=1[CH2:30][O:31][CH3:32].[Cl:33][C:34]1[CH:39]=[CH:38][C:37]([F:40])=[CH:36][C:35]=1B(O)O.